This data is from Full USPTO retrosynthesis dataset with 1.9M reactions from patents (1976-2016). The task is: Predict the reactants needed to synthesize the given product. Given the product [F:19][C:20]1[C:25]([C:26]([F:27])([F:28])[F:29])=[C:24]([F:30])[CH:23]=[CH:22][C:21]=1[C:31]1[N:32]=[C:33]([NH:36][C:12](=[O:14])[CH2:11][C:10]2[C:6]3[C:5](=[O:16])[N:4]([CH3:17])[C:3](=[O:18])[N:2]([CH3:1])[C:7]=3[N:8]([CH3:15])[CH:9]=2)[S:34][CH:35]=1, predict the reactants needed to synthesize it. The reactants are: [CH3:1][N:2]1[C:7]2[N:8]([CH3:15])[CH:9]=[C:10]([CH2:11][C:12]([OH:14])=O)[C:6]=2[C:5](=[O:16])[N:4]([CH3:17])[C:3]1=[O:18].[F:19][C:20]1[C:25]([C:26]([F:29])([F:28])[F:27])=[C:24]([F:30])[CH:23]=[CH:22][C:21]=1[C:31]1[N:32]=[C:33]([NH2:36])[S:34][CH:35]=1.CCN=C=NCCCN(C)C.Cl.C1C=CC2N(O)N=NC=2C=1.